Dataset: Full USPTO retrosynthesis dataset with 1.9M reactions from patents (1976-2016). Task: Predict the reactants needed to synthesize the given product. (1) The reactants are: [Cl:1][C:2]1[N:7]=[C:6]2[NH:8][CH:9]=[C:10]([C:11]#[N:12])[C:5]2=[C:4](I)[CH:3]=1.[CH3:14][C:15]1[CH:16]=[C:17](B(O)O)[CH:18]=[N:19][CH:20]=1.[F-].[K+]. Given the product [Cl:1][C:2]1[N:7]=[C:6]2[NH:8][CH:9]=[C:10]([C:11]#[N:12])[C:5]2=[C:4]([C:17]2[CH:18]=[N:19][CH:20]=[C:15]([CH3:14])[CH:16]=2)[CH:3]=1, predict the reactants needed to synthesize it. (2) Given the product [Cl:1][C:2]1[CH:16]=[CH:15][C:5]([O:6][C:7]2[CH:8]=[CH:9][C:10]([C:11]([NH2:12])=[O:22])=[CH:13][CH:14]=2)=[CH:4][C:3]=1[C:17]([F:18])([F:19])[F:20], predict the reactants needed to synthesize it. The reactants are: [Cl:1][C:2]1[CH:16]=[CH:15][C:5]([O:6][C:7]2[CH:14]=[CH:13][C:10]([C:11]#[N:12])=[CH:9][CH:8]=2)=[CH:4][C:3]=1[C:17]([F:20])([F:19])[F:18].C([O-])([O-])=[O:22].[K+].[K+].OO.O.